Dataset: Catalyst prediction with 721,799 reactions and 888 catalyst types from USPTO. Task: Predict which catalyst facilitates the given reaction. (1) Reactant: Br[C:2]1[CH:7]=[CH:6][C:5]2[C:8]3[CH2:9][N:10]([C:16]([O:18][C:19]([CH3:22])([CH3:21])[CH3:20])=[O:17])[C@H:11]([CH3:15])[CH2:12][C:13]=3[O:14][C:4]=2[CH:3]=1.[F:23][C:24]1[CH:25]=[CH:26][C:27]([CH2:30][O:31][C:32]2[CH:37]=[CH:36][NH:35][C:34](=[O:38])[CH:33]=2)=[N:28][CH:29]=1.CN[C@H]1CCCC[C@@H]1NC.C([O-])([O-])=O.[Cs+].[Cs+]. Product: [F:23][C:24]1[CH:25]=[CH:26][C:27]([CH2:30][O:31][C:32]2[CH:37]=[CH:36][N:35]([C:2]3[CH:7]=[CH:6][C:5]4[C:8]5[CH2:9][N:10]([C:16]([O:18][C:19]([CH3:22])([CH3:21])[CH3:20])=[O:17])[C@H:11]([CH3:15])[CH2:12][C:13]=5[O:14][C:4]=4[CH:3]=3)[C:34](=[O:38])[CH:33]=2)=[N:28][CH:29]=1. The catalyst class is: 432. (2) Reactant: C1C(=O)N([Br:8])C(=O)C1.[Br:9][C:10]1[CH:15]=[CH:14][C:13]([CH3:16])=[CH:12][C:11]=1[Cl:17]. Product: [Br:9][C:10]1[CH:15]=[CH:14][C:13]([CH2:16][Br:8])=[CH:12][C:11]=1[Cl:17]. The catalyst class is: 340. (3) Reactant: O=[CH:2][C@H:3]([C@@H:5]([C@H:7]([C@H:9]([CH2:11][OH:12])[OH:10])[OH:8])[OH:6])O.C(O[C:17](=[O:19])[CH3:18])(=O)C. Product: [C:5]([O:6][C@@H:5]1[C@@H:7]([O:8][C:7](=[O:8])[CH3:9])[C@H:9]([CH2:11][O:12][C:17](=[O:19])[CH3:18])[O:10][CH:2]=[CH:3]1)(=[O:6])[CH3:3]. The catalyst class is: 17. (4) Reactant: [C:1]([O:5][C:6](=[O:23])[NH:7][CH2:8][C@H:9]([N:11]1[C:15]2=[N:16][CH:17]=[C:18]([F:20])[CH:19]=[C:14]2[CH:13]=[C:12]1[CH2:21]O)[CH3:10])([CH3:4])([CH3:3])[CH3:2]. Product: [C:1]([O:5][C:6]([N:7]1[CH2:8][C@@H:9]([CH3:10])[N:11]2[C:12](=[CH:13][C:14]3[C:15]2=[N:16][CH:17]=[C:18]([F:20])[CH:19]=3)[CH2:21]1)=[O:23])([CH3:4])([CH3:3])[CH3:2]. The catalyst class is: 327. (5) Reactant: [OH:1][C:2]1[C:3]([CH3:19])=[C:4]2[C:9](=[C:10]3[CH:15]=[CH:14][CH:13]=[CH:12][C:11]=13)[O:8][C:7](=[O:16])[CH2:6][C:5]2([CH3:18])[CH3:17].C1C(=O)N(Br)C(=[O:23])C1. Product: [CH3:17][C:5]([C:4]1[C:9](=[O:8])[C:10]2[C:11]([C:2](=[O:1])[C:3]=1[CH3:19])=[CH:12][CH:13]=[CH:14][CH:15]=2)([CH3:18])[CH2:6][C:7]([OH:16])=[O:23]. The catalyst class is: 47. (6) Reactant: S(Cl)([Cl:3])=O.CN(C)C=O.[Cl:10][C:11]1[CH:36]=[C:35]([Cl:37])[CH:34]=[CH:33][C:12]=1[C:13]1[CH:14]=[CH:15][C:16]([CH2:31][CH3:32])=[C:17]([CH:19]2[C:24](=[O:25])[C:23]([CH3:27])([CH3:26])[O:22][C:21]([CH3:29])([CH3:28])[C:20]2=O)[CH:18]=1. Product: [Cl:3][C:20]1[C:21]([CH3:29])([CH3:28])[O:22][C:23]([CH3:26])([CH3:27])[C:24](=[O:25])[C:19]=1[C:17]1[CH:18]=[C:13]([C:12]2[CH:33]=[CH:34][C:35]([Cl:37])=[CH:36][C:11]=2[Cl:10])[CH:14]=[CH:15][C:16]=1[CH2:31][CH3:32]. The catalyst class is: 27.